From a dataset of Full USPTO retrosynthesis dataset with 1.9M reactions from patents (1976-2016). Predict the reactants needed to synthesize the given product. The reactants are: Br[CH2:2][C:3]1[CH:8]=[CH:7][C:6]([Cl:9])=[C:5]([O:10][CH3:11])[CH:4]=1.[C-:12]#[N:13].[Na+]. Given the product [Cl:9][C:6]1[CH:7]=[CH:8][C:3]([CH2:2][C:12]#[N:13])=[CH:4][C:5]=1[O:10][CH3:11], predict the reactants needed to synthesize it.